From a dataset of NCI-60 drug combinations with 297,098 pairs across 59 cell lines. Regression. Given two drug SMILES strings and cell line genomic features, predict the synergy score measuring deviation from expected non-interaction effect. (1) Drug 1: C1=NC2=C(N=C(N=C2N1C3C(C(C(O3)CO)O)O)F)N. Drug 2: CCN(CC)CCNC(=O)C1=C(NC(=C1C)C=C2C3=C(C=CC(=C3)F)NC2=O)C. Cell line: EKVX. Synergy scores: CSS=1.40, Synergy_ZIP=0.774, Synergy_Bliss=3.18, Synergy_Loewe=-0.528, Synergy_HSA=-1.23. (2) Drug 1: CC1C(C(CC(O1)OC2CC(CC3=C2C(=C4C(=C3O)C(=O)C5=C(C4=O)C(=CC=C5)OC)O)(C(=O)CO)O)N)O.Cl. Drug 2: CC(CN1CC(=O)NC(=O)C1)N2CC(=O)NC(=O)C2. Cell line: RXF 393. Synergy scores: CSS=1.32, Synergy_ZIP=1.19, Synergy_Bliss=2.55, Synergy_Loewe=0.660, Synergy_HSA=-0.332.